From a dataset of Full USPTO retrosynthesis dataset with 1.9M reactions from patents (1976-2016). Predict the reactants needed to synthesize the given product. (1) Given the product [Cl:11][C:8]1[CH:9]=[CH:10][C:5]([C:3]2[CH2:2][S:16][C:15](=[O:14])[NH:17][N:18]=2)=[CH:6][CH:7]=1, predict the reactants needed to synthesize it. The reactants are: Br[CH2:2][C:3]([C:5]1[CH:10]=[CH:9][C:8]([Cl:11])=[CH:7][CH:6]=1)=O.C([O:14][C:15]([NH:17][NH2:18])=[S:16])C. (2) Given the product [O:1]1[CH2:2][CH2:3][CH:4](/[CH:7]=[CH:10]/[C:11]([OH:13])=[O:12])[CH2:5][CH2:6]1, predict the reactants needed to synthesize it. The reactants are: [O:1]1[CH2:6][CH2:5][CH:4]([CH:7]=O)[CH2:3][CH2:2]1.C(O)(=O)[CH2:10][C:11]([OH:13])=[O:12].N1CCCCC1. (3) Given the product [Br:1][C:2]1[CH:9]=[CH:8][C:5]([C:6]#[N:7])=[CH:4][C:3]=1[CH2:10][Br:18], predict the reactants needed to synthesize it. The reactants are: [Br:1][C:2]1[CH:9]=[CH:8][C:5]([C:6]#[N:7])=[CH:4][C:3]=1[CH3:10].C1C(=O)N([Br:18])C(=O)C1. (4) The reactants are: CS([C:4]1[N:9]=[CH:8][C:7]2=[CH:10][CH:11]=[C:12]([C:13]3[CH:18]=[CH:17][CH:16]=[C:15]([S:19]([CH3:22])(=[O:21])=[O:20])[CH:14]=3)[N:6]2[N:5]=1)=O.[N:23]1([C:29]2[CH:30]=[C:31]([NH2:35])[CH:32]=[CH:33][CH:34]=2)[CH2:28][CH2:27][O:26][CH2:25][CH2:24]1. Given the product [CH3:22][S:19]([C:15]1[CH:14]=[C:13]([C:12]2[N:6]3[C:7]([CH:8]=[N:9][C:4]([NH:35][C:31]4[CH:32]=[CH:33][CH:34]=[C:29]([N:23]5[CH2:28][CH2:27][O:26][CH2:25][CH2:24]5)[CH:30]=4)=[N:5]3)=[CH:10][CH:11]=2)[CH:18]=[CH:17][CH:16]=1)(=[O:21])=[O:20], predict the reactants needed to synthesize it. (5) Given the product [NH:7]([C:14]1[N:19]=[C:18]([C:20]2[N:24]([CH:25]([CH3:27])[CH3:26])[C:23]([CH:28]=[N:31][OH:32])=[N:22][CH:21]=2)[CH:17]=[CH:16][N:15]=1)[C:8]1[CH:13]=[CH:12][CH:11]=[CH:10][CH:9]=1, predict the reactants needed to synthesize it. The reactants are: N1C=CC=CC=1.[NH:7]([C:14]1[N:19]=[C:18]([C:20]2[N:24]([CH:25]([CH3:27])[CH3:26])[C:23]([CH:28]=O)=[N:22][CH:21]=2)[CH:17]=[CH:16][N:15]=1)[C:8]1[CH:13]=[CH:12][CH:11]=[CH:10][CH:9]=1.Cl.[NH2:31][OH:32].O.